Dataset: Reaction yield outcomes from USPTO patents with 853,638 reactions. Task: Predict the reaction yield, written as a fraction of the theoretical maximum amount of product (1.0 means a 100% yield; for example, 0.34 means a 34% yield). (1) The product is [Br:15][C:16]1[CH:17]=[C:18]([C:7]2[O:8][C:9](=[O:10])[C:4]3[CH:3]=[C:2]([Br:1])[CH:13]=[C:12]([Br:14])[C:5]=3[N:6]=2)[N:19]([C:21]2[C:26]([Cl:27])=[CH:25][CH:24]=[CH:23][N:22]=2)[N:20]=1. The catalyst is C(#N)C. The yield is 0.520. The reactants are [Br:1][C:2]1[CH:13]=[C:12]([Br:14])[C:5]2[NH:6][C:7](=O)[O:8][C:9](=[O:10])[C:4]=2[CH:3]=1.[Br:15][C:16]1[CH:17]=[C:18](C(Cl)=O)[N:19]([C:21]2[C:26]([Cl:27])=[CH:25][CH:24]=[CH:23][N:22]=2)[N:20]=1.N1C=CC=CC=1. (2) The reactants are [Cl-].O[NH3+:3].[C:4](=[O:7])([O-])[OH:5].[Na+].CS(C)=O.[CH:13]1([CH2:16][O:17][C:18]2[CH:23]=[CH:22][C:21]([N:24]3[C:29](=[O:30])[C:28]([CH2:31][C:32]4[CH:37]=[CH:36][C:35]([C:38]5[C:39]([C:44]#[N:45])=[CH:40][CH:41]=[CH:42][CH:43]=5)=[CH:34][CH:33]=4)=[C:27]([CH2:46][CH2:47][CH3:48])[N:26]=[C:25]3[CH3:49])=[CH:20][CH:19]=2)[CH2:15][CH2:14]1. The catalyst is O.C(OCC)(=O)C. The product is [CH:13]1([CH2:16][O:17][C:18]2[CH:19]=[CH:20][C:21]([N:24]3[C:29](=[O:30])[C:28]([CH2:31][C:32]4[CH:33]=[CH:34][C:35]([C:38]5[CH:43]=[CH:42][CH:41]=[CH:40][C:39]=5[C:44]5[NH:3][C:4](=[O:7])[O:5][N:45]=5)=[CH:36][CH:37]=4)=[C:27]([CH2:46][CH2:47][CH3:48])[N:26]=[C:25]3[CH3:49])=[CH:22][CH:23]=2)[CH2:15][CH2:14]1. The yield is 0.810. (3) The reactants are Cl.[CH3:2][O:3][NH2:4].C(N(CC)CC)C.[Cl:12][C:13]1[CH:18]=[C:17]([Cl:19])[CH:16]=[C:15]([Cl:20])[C:14]=1[CH2:21][C:22](=O)[CH3:23]. The catalyst is CO. The product is [CH3:2][O:3][N:4]=[C:22]([CH3:23])[CH2:21][C:14]1[C:15]([Cl:20])=[CH:16][C:17]([Cl:19])=[CH:18][C:13]=1[Cl:12]. The yield is 0.760.